This data is from Reaction yield outcomes from USPTO patents with 853,638 reactions. The task is: Predict the reaction yield, written as a fraction of the theoretical maximum amount of product (1.0 means a 100% yield; for example, 0.34 means a 34% yield). (1) The reactants are [C:1]([O:5][C:6](=[O:20])[NH:7][CH:8]1[CH2:13][CH2:12][CH:11]([C:14](=[O:19])N(OC)C)[CH2:10][CH2:9]1)([CH3:4])([CH3:3])[CH3:2].[H-].[H-].[H-].[H-].[Li+].[Al+3]. The catalyst is CCOCC. The product is [C:1]([O:5][C:6](=[O:20])[NH:7][CH:8]1[CH2:9][CH2:10][CH:11]([CH:14]=[O:19])[CH2:12][CH2:13]1)([CH3:4])([CH3:2])[CH3:3]. The yield is 0.930. (2) The reactants are [Br:1]N1C(=O)CCC1=O.[CH2:9]([O:11][C:12]([C:14]1[N:15]=[CH:16][S:17][C:18]=1[NH2:19])=[O:13])[CH3:10]. The catalyst is C(#N)C.CCOC(C)=O. The product is [CH2:9]([O:11][C:12]([C:14]1[N:15]=[C:16]([Br:1])[S:17][C:18]=1[NH2:19])=[O:13])[CH3:10]. The yield is 0.580. (3) The reactants are [CH2:1]([C:9]1[CH:14]=[CH:13][C:12]([C:15]2[CH:20]=[CH:19][C:18](C(=O)C(=P(C3C=CC=CC=3)(C3C=CC=CC=3)C3C=CC=CC=3)C#N)=[CH:17][CH:16]=2)=[CH:11][CH:10]=1)[CH2:2][CH2:3][CH2:4][CH2:5][CH2:6][CH2:7][CH3:8].[CH3:45][C:46]1(C)[O:48][O:47]1.[OH2:50]. The catalyst is C(Cl)Cl.CC(C)=O. The product is [CH2:1]([C:9]1[CH:10]=[CH:11][C:12]([C:15]2[CH:20]=[CH:19][C:18]([C:45](=[O:50])[C:46]([OH:48])=[O:47])=[CH:17][CH:16]=2)=[CH:13][CH:14]=1)[CH2:2][CH2:3][CH2:4][CH2:5][CH2:6][CH2:7][CH3:8]. The yield is 0.540. (4) The reactants are [NH:1]1[C:9]2[CH2:8][CH2:7][CH2:6][CH2:5][C:4]=2[CH:3]=[C:2]1[C:10]([O:12][CH2:13][CH3:14])=[O:11].[H-].[Na+].Br[CH2:18][C:19]#[N:20]. The catalyst is CN(C=O)C. The product is [C:19]([CH2:18][N:1]1[C:9]2[CH2:8][CH2:7][CH2:6][CH2:5][C:4]=2[CH:3]=[C:2]1[C:10]([O:12][CH2:13][CH3:14])=[O:11])#[N:20]. The yield is 0.550. (5) The reactants are [CH:1]1([CH2:6][CH:7]([C:11]2[CH:16]=[CH:15][C:14]([S:17]([CH3:20])(=[O:19])=[O:18])=[C:13]([C:21]([F:24])([F:23])[F:22])[CH:12]=2)[C:8](O)=[O:9])[CH2:5][CH2:4][CH2:3][CH2:2]1.C1(P(C2C=CC=CC=2)C2C=CC=CC=2)C=CC=CC=1.BrN1C(=O)CCC1=O.[NH2:52][C:53]1[CH:58]=[CH:57][CH:56]=[CH:55][N:54]=1. The catalyst is C(Cl)Cl.N1C=CC=CC=1. The product is [CH:1]1([CH2:6][CH:7]([C:11]2[CH:16]=[CH:15][C:14]([S:17]([CH3:20])(=[O:18])=[O:19])=[C:13]([C:21]([F:22])([F:23])[F:24])[CH:12]=2)[C:8]([NH:52][C:53]2[CH:58]=[CH:57][CH:56]=[CH:55][N:54]=2)=[O:9])[CH2:2][CH2:3][CH2:4][CH2:5]1. The yield is 0.615. (6) The reactants are [C:1]([O:5][C:6]([NH:8][C@@H:9]([CH2:14][C:15]1[CH:20]=[CH:19][CH:18]=[CH:17][CH:16]=1)[C@H:10]([OH:13])[CH2:11]Cl)=[O:7])([CH3:4])([CH3:3])[CH3:2].C(=O)([O-])[O-].[K+].[K+].C(O)(=O)CC(CC(O)=O)(C(O)=O)O. The catalyst is C(O)C.O. The product is [C:1]([O:5][C:6]([NH:8][C@@H:9]([CH2:14][C:15]1[CH:20]=[CH:19][CH:18]=[CH:17][CH:16]=1)[C@@H:10]1[O:13][CH2:11]1)=[O:7])([CH3:4])([CH3:3])[CH3:2]. The yield is 0.950. (7) The reactants are Cl.[CH3:2][O:3][C:4]1[CH:5]=[C:6]([NH:16][C:17]2[N:18]=[CH:19][C:20]3[CH2:26][NH:25][CH2:24][CH:23]([C:27]4[CH:32]=[CH:31][CH:30]=[CH:29][CH:28]=4)[C:21]=3[N:22]=2)[CH:7]=[CH:8][C:9]=1[N:10]1[CH:14]=[C:13]([CH3:15])[N:12]=[CH:11]1.C(N(C(C)C)CC)(C)C.[C:42](Cl)(=[O:44])[CH3:43]. The catalyst is C(Cl)Cl. The product is [CH3:2][O:3][C:4]1[CH:5]=[C:6]([NH:16][C:17]2[N:18]=[CH:19][C:20]3[CH2:26][N:25]([C:42](=[O:44])[CH3:43])[CH2:24][CH:23]([C:27]4[CH:32]=[CH:31][CH:30]=[CH:29][CH:28]=4)[C:21]=3[N:22]=2)[CH:7]=[CH:8][C:9]=1[N:10]1[CH:14]=[C:13]([CH3:15])[N:12]=[CH:11]1. The yield is 0.300.